This data is from Full USPTO retrosynthesis dataset with 1.9M reactions from patents (1976-2016). The task is: Predict the reactants needed to synthesize the given product. (1) Given the product [CH3:11][C@@H:12]1[CH2:17][N:16]([C:2]2[CH:7]=[CH:6][N:5]=[CH:4][C:3]=2[N+:8]([O-:10])=[O:9])[CH2:15][C@H:14]2[N:18]([C:28]([O:30][C:31]([CH3:34])([CH3:33])[CH3:32])=[O:29])[C:19](=[O:21])[O:20][C@@H:13]12, predict the reactants needed to synthesize it. The reactants are: Cl[C:2]1[CH:7]=[CH:6][N:5]=[CH:4][C:3]=1[N+:8]([O-:10])=[O:9].[CH3:11][C@@H:12]1[CH2:17][NH:16][CH2:15][C@H:14]2[NH:18][C:19](=[O:21])[O:20][C@@H:13]12.N1CCCCC1.[C:28](O[C:28]([O:30][C:31]([CH3:34])([CH3:33])[CH3:32])=[O:29])([O:30][C:31]([CH3:34])([CH3:33])[CH3:32])=[O:29].CN(C1C=CC=CN=1)C. (2) Given the product [NH:1]1[C:5]2[CH:6]=[CH:7][CH:8]=[CH:9][C:4]=2[N:3]=[C:2]1[S:10]([CH2:11][C:12]1[C:17]([CH3:18])=[C:16]([O:19][CH2:20][CH:21]([CH2:24][OH:25])[CH2:22][OH:23])[C:15]([CH3:26])=[CH:14][N:13]=1)=[O:29], predict the reactants needed to synthesize it. The reactants are: [NH:1]1[C:5]2[CH:6]=[CH:7][CH:8]=[CH:9][C:4]=2[N:3]=[C:2]1[S:10][CH2:11][C:12]1[C:17]([CH3:18])=[C:16]([O:19][CH2:20][CH:21]([CH2:24][OH:25])[CH2:22][OH:23])[C:15]([CH3:26])=[CH:14][N:13]=1.CC1(C)OC(CCCOC2C=C[N+]([O-])=C(C)C=2C)C[O:29]1.ClC1C=CC=C(C(OO)=O)C=1.C(=O)(O)[O-].[Na+]. (3) Given the product [C:22]1([C:31]2[CH:32]=[CH:33][CH:34]=[CH:35][CH:36]=2)[CH:27]=[CH:26][CH:25]=[CH:24][C:23]=1[C:2]1[CH:3]=[CH:4][C:5]2[N:6]([C:16]3[CH:17]=[CH:18][CH:19]=[CH:20][CH:21]=3)[C:7]3[C:12]([C:13]=2[CH:14]=1)=[CH:11][C:10]([Br:15])=[CH:9][CH:8]=3, predict the reactants needed to synthesize it. The reactants are: Br[C:2]1[CH:3]=[CH:4][C:5]2[N:6]([C:16]3[CH:21]=[CH:20][CH:19]=[CH:18][CH:17]=3)[C:7]3[C:12]([C:13]=2[CH:14]=1)=[CH:11][C:10]([Br:15])=[CH:9][CH:8]=3.[C:22]1([C:31]2[CH:36]=[CH:35][CH:34]=[CH:33][CH:32]=2)[CH:27]=[CH:26][CH:25]=[CH:24][C:23]=1B(O)O.C([O-])([O-])=O.[Na+].[Na+].CCO. (4) Given the product [Cl:24][C:18]1[CH:17]=[C:16]([CH2:15][CH2:14][C:5]2([CH:9]3[CH2:13][CH2:12][CH2:11][CH2:10]3)[O:4][C:3](=[O:25])[C:2]([S:33][C:28]3[N:27]([CH3:26])[C:31]([CH3:32])=[N:30][N:29]=3)=[C:7]([OH:8])[CH2:6]2)[CH:21]=[CH:20][C:19]=1[O:22][CH3:23], predict the reactants needed to synthesize it. The reactants are: Cl[CH:2]1[C:7](=[O:8])[CH2:6][C:5]([CH2:14][CH2:15][C:16]2[CH:21]=[CH:20][C:19]([O:22][CH3:23])=[C:18]([Cl:24])[CH:17]=2)([CH:9]2[CH2:13][CH2:12][CH2:11][CH2:10]2)[O:4][C:3]1=[O:25].[CH3:26][N:27]1[C:31]([CH3:32])=[N:30][N:29]=[C:28]1[SH:33].O.OC1N=CN=C2C=1NC(S)=N2. (5) Given the product [OH:17][NH:16][C:1](=[NH:8])[C:2]1[CH:7]=[CH:6][CH:5]=[CH:4][CH:3]=1, predict the reactants needed to synthesize it. The reactants are: [C:1](#[N:8])[C:2]1[CH:7]=[CH:6][CH:5]=[CH:4][CH:3]=1.C(=O)([O-])[O-].[K+].[K+].Cl.[NH2:16][OH:17]. (6) Given the product [PH:1](=[O:18])([O:10][CH2:11][C:12]1[CH:17]=[CH:16][CH:15]=[CH:14][CH:13]=1)[O:2][CH2:3][C:4]1[CH:9]=[CH:8][CH:7]=[CH:6][CH:5]=1.[OH:32][S:29]([C:28]([F:41])([F:40])[F:27])(=[O:31])=[O:30], predict the reactants needed to synthesize it. The reactants are: [P:1]([O-:18])([O:10][CH2:11][C:12]1[CH:17]=[CH:16][CH:15]=[CH:14][CH:13]=1)[O:2][CH2:3][C:4]1[CH:9]=[CH:8][CH:7]=[CH:6][CH:5]=1.C=O.N1C=CC=CC=1.[F:27][C:28]([F:41])([F:40])[S:29]([O:32]S(C(F)(F)F)(=O)=O)(=[O:31])=[O:30].